This data is from Reaction yield outcomes from USPTO patents with 853,638 reactions. The task is: Predict the reaction yield, written as a fraction of the theoretical maximum amount of product (1.0 means a 100% yield; for example, 0.34 means a 34% yield). (1) The reactants are [N:1]([O-])=O.[Na+].[F:5][C:6]([F:15])([F:14])[C:7]1[CH:8]=[C:9]([CH:11]=[CH:12][CH:13]=1)[NH2:10].Cl.[CH3:17][O:18][CH2:19][C:20](=[O:26])[CH2:21][C:22]([O:24][CH3:25])=[O:23].CC([O-])=O.[Na+]. The catalyst is O.CCO. The product is [CH3:17][O:18][CH2:19][C:20](=[O:26])[C:21](=[N:1][NH:10][C:9]1[CH:11]=[CH:12][CH:13]=[C:7]([C:6]([F:14])([F:15])[F:5])[CH:8]=1)[C:22]([O:24][CH3:25])=[O:23]. The yield is 0.880. (2) The reactants are [C:1]([OH:7])(=O)[CH2:2][CH2:3][C:4]#[CH:5].C1(P(C2C=CC=CC=2)C2C=CC=CC=2)C=CC=CC=1.[N:27]1[CH:32]=[CH:31][CH:30]=[CH:29][C:28]=1[S:33][S:33][C:28]1[CH:29]=[CH:30][CH:31]=[CH:32][N:27]=1. The catalyst is C(Cl)Cl. The product is [N:27]1[CH:32]=[CH:31][CH:30]=[CH:29][C:28]=1[S:33][C:1](=[O:7])[CH2:2][CH2:3][C:4]#[CH:5]. The yield is 0.990. (3) The reactants are Br[C:2]1[CH:3]=[C:4]([N:8]2[C:12]3=[N:13][CH:14]=[C:15]([O:17][CH3:18])[CH:16]=[C:11]3[C:10]([C:19]([NH2:21])=[O:20])=[N:9]2)[CH:5]=[CH:6][CH:7]=1.[C:22]([C@:24]1([OH:31])[CH2:28][CH2:27][N:26]([CH3:29])[C:25]1=[O:30])#[CH:23]. No catalyst specified. The product is [OH:31][C@@:24]1([C:22]#[C:23][C:2]2[CH:3]=[C:4]([N:8]3[C:12]4=[N:13][CH:14]=[C:15]([O:17][CH3:18])[CH:16]=[C:11]4[C:10]([C:19]([NH2:21])=[O:20])=[N:9]3)[CH:5]=[CH:6][CH:7]=2)[CH2:28][CH2:27][N:26]([CH3:29])[C:25]1=[O:30]. The yield is 0.440. (4) The reactants are [F:1][C:2]([F:6])([F:5])[CH2:3][OH:4].[H-].[Na+].CS(O[CH2:14][C:15]1[CH:16]=[N:17][CH:18]=[C:19]([Br:21])[CH:20]=1)(=O)=O. The catalyst is C1COCC1.CN(C=O)C. The product is [Br:21][C:19]1[CH:18]=[N:17][CH:16]=[C:15]([CH2:14][O:4][CH2:3][C:2]([F:6])([F:5])[F:1])[CH:20]=1. The yield is 0.200. (5) The reactants are [OH:1][C:2]1[CH:3]=[C:4]([CH:9]=[C:10]([OH:12])[CH:11]=1)[C:5]([O:7][CH3:8])=[O:6].C(=O)([O-])[O-].[K+].[K+].[CH2:19](Br)[C:20]1[CH:25]=[CH:24][CH:23]=[CH:22][CH:21]=1. The catalyst is CN(C=O)C. The product is [OH:1][C:2]1[CH:3]=[C:4]([CH:9]=[C:10]([O:12][CH2:19][C:20]2[CH:25]=[CH:24][CH:23]=[CH:22][CH:21]=2)[CH:11]=1)[C:5]([O:7][CH3:8])=[O:6]. The yield is 0.210. (6) The reactants are [CH:1]([CH:3]1[CH2:5][CH:4]1[C:6]([O:8][CH2:9][CH3:10])=[O:7])=[O:2].[C:11]([Mg]Br)#[CH:12]. The catalyst is O1CCCC1. The product is [OH:2][CH:1]([C@@H:3]1[CH2:5][C@H:4]1[C:6]([O:8][CH2:9][CH3:10])=[O:7])[C:11]#[CH:12]. The yield is 1.00. (7) The reactants are [NH2:1][C:2]1[C:3]([C:9]#[N:10])=[N:4][C:5]([Cl:8])=[CH:6][CH:7]=1.Cl.Cl[C:13]([NH2:15])=[NH:14].CS(C)(=O)=O.[OH-].[Na+]. The catalyst is O. The product is [NH2:15][C:13]1[N:14]=[C:9]([NH2:10])[C:3]2[N:4]=[C:5]([Cl:8])[CH:6]=[CH:7][C:2]=2[N:1]=1. The yield is 0.680. (8) The reactants are [F:1][C:2]1[CH:7]=[CH:6][C:5]([C:8](=O)[CH2:9][C:10]2[CH:15]=[CH:14][N:13]=[CH:12][CH:11]=2)=[CH:4][CH:3]=1.[NH2:17][C:18]1[NH:19][N:20]=[CH:21][CH:22]=1.[OH:23][C:24]1[CH:31]=[CH:30][C:27]([CH:28]=O)=[CH:26][CH:25]=1.Cl.C([O-])(O)=O.[Na+]. The catalyst is COCCO.C(Cl)(Cl)Cl.CO. The product is [F:1][C:2]1[CH:7]=[CH:6][C:5]([C:8]2[N:17]=[C:18]3[NH:19][N:20]=[CH:21][C:22]3=[C:28]([C:27]3[CH:30]=[CH:31][C:24]([OH:23])=[CH:25][CH:26]=3)[C:9]=2[C:10]2[CH:15]=[CH:14][N:13]=[CH:12][CH:11]=2)=[CH:4][CH:3]=1. The yield is 0.410. (9) The reactants are [NH2:1][C:2]1[CH:3]=[C:4]([CH:8]([OH:11])[CH2:9][OH:10])[CH:5]=[CH:6][CH:7]=1.O.C([O-])([O-])=O.[Na+].[Na+].[CH2:19]([O:26][C:27](Cl)=[O:28])[C:20]1[CH:25]=[CH:24][CH:23]=[CH:22][CH:21]=1. The catalyst is C(Cl)Cl. The product is [OH:11][CH:8]([C:4]1[CH:3]=[C:2]([NH:1][C:27](=[O:28])[O:26][CH2:19][C:20]2[CH:25]=[CH:24][CH:23]=[CH:22][CH:21]=2)[CH:7]=[CH:6][CH:5]=1)[CH2:9][OH:10]. The yield is 0.450.